The task is: Predict hERG channel inhibition at various concentrations.. This data is from hERG Central: cardiac toxicity at 1µM, 10µM, and general inhibition. (1) Results: hERG_inhib (hERG inhibition (general)): blocker. The drug is CN1CCN(CC/C=C2\c3ccccc3Sc3ccc(S(=O)(=O)N(C)C)cc32)CC1. (2) The drug is COC(=O)C1=C(C(=O)OC)[C@@H]2N(C)c3ccc(OC)cc3[C@@]23C[C@@H](C(=O)OC)N(C(=O)COCc2ccccc2)C3=N1. Results: hERG_inhib (hERG inhibition (general)): blocker.